Task: Predict the reactants needed to synthesize the given product.. Dataset: Full USPTO retrosynthesis dataset with 1.9M reactions from patents (1976-2016) Given the product [NH2:17][C:3]1[CH:4]=[C:5]([CH:15]=[CH:16][C:2]=1[F:1])[C:6]([NH:8][C:9]1[CH:14]=[CH:13][CH:12]=[CH:11][CH:10]=1)=[O:7], predict the reactants needed to synthesize it. The reactants are: [F:1][C:2]1[CH:16]=[CH:15][C:5]([C:6]([NH:8][C:9]2[CH:14]=[CH:13][CH:12]=[CH:11][CH:10]=2)=[O:7])=[CH:4][C:3]=1[N+:17]([O-])=O.